This data is from Forward reaction prediction with 1.9M reactions from USPTO patents (1976-2016). The task is: Predict the product of the given reaction. (1) Given the reactants [Cl:1][C:2]1[N:7]([CH3:8])[C:6](=[O:9])[C:5]([C:10]2[CH:15]=[CH:14][CH:13]=[C:12]([CH3:16])[CH:11]=2)=[C:4]([C:17]2[CH:22]=[CH:21][N:20]=[CH:19][CH:18]=2)[N:3]=1.[C:23]1([CH:29]([NH2:35])[C:30]([CH3:34])([CH3:33])[CH2:31][NH2:32])[CH:28]=[CH:27][CH:26]=[CH:25][CH:24]=1, predict the reaction product. The product is: [ClH:1].[NH2:35][CH:29]([C:23]1[CH:24]=[CH:25][CH:26]=[CH:27][CH:28]=1)[C:30]([CH3:34])([CH3:33])[CH2:31][NH:32][C:2]1[N:7]([CH3:8])[C:6](=[O:9])[C:5]([C:10]2[CH:15]=[CH:14][CH:13]=[C:12]([CH3:16])[CH:11]=2)=[C:4]([C:17]2[CH:22]=[CH:21][N:20]=[CH:19][CH:18]=2)[N:3]=1. (2) Given the reactants [N:1]1([CH2:7][CH2:8][NH:9][CH2:10][C:11]2[CH:16]=[CH:15][CH:14]=[C:13]([O:17][C:18]3[CH:23]=[CH:22][CH:21]=[C:20]([C:24]([F:27])([F:26])[F:25])[CH:19]=3)[CH:12]=2)[CH2:6][CH2:5][CH2:4][CH2:3][CH2:2]1.[N:28]1([CH2:34][CH2:35][CH2:36][N:37]=[C:38]=[S:39])[CH2:33][CH2:32][O:31][CH2:30][CH2:29]1, predict the reaction product. The product is: [N:28]1([CH2:34][CH2:35][CH2:36][NH:37][C:38](=[S:39])[N:9]([CH2:8][CH2:7][N:1]2[CH2:6][CH2:5][CH2:4][CH2:3][CH2:2]2)[CH2:10][C:11]2[CH:16]=[CH:15][CH:14]=[C:13]([O:17][C:18]3[CH:23]=[CH:22][CH:21]=[C:20]([C:24]([F:25])([F:26])[F:27])[CH:19]=3)[CH:12]=2)[CH2:33][CH2:32][O:31][CH2:30][CH2:29]1. (3) Given the reactants [NH2:1][C:2]1[CH:7]=[CH:6][C:5]([C:8]([NH:11][C:12](=[O:18])[O:13][C:14]([CH3:17])([CH3:16])[CH3:15])([CH3:10])[CH3:9])=[CH:4][CH:3]=1.F[C:20]1[CH:25]=[CH:24][CH:23]=[CH:22][C:21]=1[N+:26]([O-:28])=[O:27].C(=O)([O-])[O-].[K+].[K+], predict the reaction product. The product is: [CH3:9][C:8]([NH:11][C:12](=[O:18])[O:13][C:14]([CH3:17])([CH3:16])[CH3:15])([C:5]1[CH:6]=[CH:7][C:2]([NH:1][C:20]2[CH:25]=[CH:24][CH:23]=[CH:22][C:21]=2[N+:26]([O-:28])=[O:27])=[CH:3][CH:4]=1)[CH3:10]. (4) Given the reactants [OH:1][CH2:2][CH2:3][C:4]1([NH:9][CH:10]=[C:11]([C:17](=[O:28])[C:18]2[CH:23]=[C:22]([F:24])[C:21]([F:25])=[C:20]([F:26])[C:19]=2F)[C:12]([O:14][CH2:15][CH3:16])=[O:13])[CH2:8][CH2:7][CH2:6][CH2:5]1.[H-].[Na+].O, predict the reaction product. The product is: [F:26][C:20]1[CH:19]=[C:18]2[C:23](=[C:22]([F:24])[C:21]=1[F:25])[N:9]([C:4]1([CH2:3][CH2:2][OH:1])[CH2:5][CH2:6][CH2:7][CH2:8]1)[CH:10]=[C:11]([C:12]([O:14][CH2:15][CH3:16])=[O:13])[C:17]2=[O:28]. (5) Given the reactants [CH3:1][N:2]1[C:6]([C:7]2[N:11]([CH3:12])[N:10]=[CH:9][CH:8]=2)=[CH:5][C:4]([C:13]([O:15]C)=[O:14])=[CH:3]1.[OH-].[Na+], predict the reaction product. The product is: [CH3:1][N:2]1[C:6]([C:7]2[N:11]([CH3:12])[N:10]=[CH:9][CH:8]=2)=[CH:5][C:4]([C:13]([OH:15])=[O:14])=[CH:3]1. (6) Given the reactants [NH3+:1][C:2]1[CH:7]=[CH:6][C:5]([C:8]2[C:16]3[C:11](=[CH:12][NH+:13]=[CH:14][CH:15]=3)[N:10]([CH3:17])[CH:9]=2)=[CH:4][CH:3]=1.C(N(C(C)C)CC)(C)C.[CH3:27][O:28][C:29]1[CH:34]=[CH:33][CH:32]=[CH:31][C:30]=1[N:35]=[C:36]=[O:37].NC1C=CC=CC=1, predict the reaction product. The product is: [CH3:27][O:28][C:29]1[CH:34]=[CH:33][CH:32]=[CH:31][C:30]=1[NH:35][C:36]([NH:1][C:2]1[CH:3]=[CH:4][C:5]([C:8]2[C:16]3[C:11](=[CH:12][N:13]=[CH:14][CH:15]=3)[N:10]([CH3:17])[CH:9]=2)=[CH:6][CH:7]=1)=[O:37].